Dataset: Full USPTO retrosynthesis dataset with 1.9M reactions from patents (1976-2016). Task: Predict the reactants needed to synthesize the given product. (1) Given the product [C:16]([Ru:6]([CH:1]1[CH:2]=[CH:3][CH:4]=[CH:5]1)[CH:7]1[CH:11]=[CH:10][CH:9]=[CH:8]1)([CH3:19])([CH3:18])[CH3:17], predict the reactants needed to synthesize it. The reactants are: [CH:1]1([Ru:6][CH:7]2[CH:11]=[CH:10][CH:9]=[CH:8]2)[CH:5]=[CH:4][CH:3]=[CH:2]1.[Cl-].[Al+3].[Cl-].[Cl-].[C:16](O)([CH3:19])([CH3:18])[CH3:17]. (2) Given the product [BrH:14].[NH2:13][C@H:9]1[CH2:10][C:11]2[CH:12]=[C:3]([OH:2])[CH:4]=[CH:5][C:6]=2[CH2:7][CH2:8]1, predict the reactants needed to synthesize it. The reactants are: C[O:2][C:3]1[CH:12]=[C:11]2[C:6]([CH2:7][CH2:8][C@@H:9]([NH2:13])[CH2:10]2)=[CH:5][CH:4]=1.[BrH:14].